This data is from Full USPTO retrosynthesis dataset with 1.9M reactions from patents (1976-2016). The task is: Predict the reactants needed to synthesize the given product. (1) Given the product [NH2:10][C:9]1[NH:11][C:18](=[O:19])[C:17]([CH2:16][C:15]2[CH:29]=[CH:30][C:31]([Cl:32])=[C:13]([Cl:12])[CH:14]=2)=[C:23]([C:24]([F:26])([F:25])[F:27])[N:8]=1, predict the reactants needed to synthesize it. The reactants are: C(=O)([O-])[O-].[K+].[K+].Cl.[NH2:8][C:9]([NH2:11])=[NH:10].[Cl:12][C:13]1[CH:14]=[C:15]([CH:29]=[CH:30][C:31]=1[Cl:32])[CH2:16][CH:17]([C:23](=O)[C:24]([F:27])([F:26])[F:25])[C:18](OCC)=[O:19]. (2) The reactants are: [C:1]([N:4]1[C:13]2[C:8](=[CH:9][C:10]([C:14]([NH:16][CH2:17][CH2:18][O:19][Si](C(C)(C)C)(C)C)=[O:15])=[CH:11][CH:12]=2)[C@H:7]([NH:27][C:28]2[CH:33]=[CH:32][N:31]=[C:30]([CH3:34])[N:29]=2)[C@@H:6]([CH3:35])[C@@H:5]1[CH2:36][CH3:37])(=[O:3])[CH3:2].CCCC[N+](CCCC)(CCCC)CCCC.[F-]. Given the product [C:1]([N:4]1[C:13]2[C:8](=[CH:9][C:10]([C:14]([NH:16][CH2:17][CH2:18][OH:19])=[O:15])=[CH:11][CH:12]=2)[C@H:7]([NH:27][C:28]2[CH:33]=[CH:32][N:31]=[C:30]([CH3:34])[N:29]=2)[C@@H:6]([CH3:35])[C@@H:5]1[CH2:36][CH3:37])(=[O:3])[CH3:2], predict the reactants needed to synthesize it. (3) Given the product [C:13]([O:17][C:18](=[O:29])[C:19]1[CH:24]=[CH:23][C:22]([O:5][CH2:4][CH2:3][N:2]([CH3:6])[CH3:1])=[CH:21][C:20]=1[N+:26]([O-:28])=[O:27])([CH3:16])([CH3:14])[CH3:15], predict the reactants needed to synthesize it. The reactants are: [CH3:1][N:2]([CH3:6])[CH2:3][CH2:4][OH:5].CC(C)([O-])C.[K+].[C:13]([O:17][C:18](=[O:29])[C:19]1[CH:24]=[CH:23][C:22](F)=[CH:21][C:20]=1[N+:26]([O-:28])=[O:27])([CH3:16])([CH3:15])[CH3:14].O. (4) The reactants are: [NH2:1][C:2]1[CH:18]=[CH:17][C:5]([O:6][C:7]2[CH:12]=[CH:11][N:10]=[C:9]([NH2:13])[C:8]=2[N+:14]([O-:16])=[O:15])=[CH:4][C:3]=1[F:19].[F:20][C:21]1[CH:26]=[CH:25][C:24]([C:27]([F:30])([F:29])[F:28])=[CH:23][C:22]=1[N:31]=[C:32]=[O:33]. Given the product [NH2:13][C:9]1[C:8]([N+:14]([O-:16])=[O:15])=[C:7]([O:6][C:5]2[CH:17]=[CH:18][C:2]([NH:1][C:32]([NH:31][C:22]3[CH:23]=[C:24]([C:27]([F:28])([F:30])[F:29])[CH:25]=[CH:26][C:21]=3[F:20])=[O:33])=[C:3]([F:19])[CH:4]=2)[CH:12]=[CH:11][N:10]=1, predict the reactants needed to synthesize it. (5) Given the product [Cl:15][C:16]1[CH:21]=[CH:20][C:19]([C:11]2[CH:12]=[CH:13][C:8]([NH2:7])=[N:9][CH:10]=2)=[CH:18][CH:17]=1, predict the reactants needed to synthesize it. The reactants are: C([O-])([O-])=O.[Na+].[Na+].[NH2:7][C:8]1[CH:13]=[CH:12][C:11](Br)=[CH:10][N:9]=1.[Cl:15][C:16]1[CH:21]=[CH:20][C:19](OB(O)O)=[CH:18][CH:17]=1. (6) Given the product [C:19]([O:18][C:16]([N:6]1[CH2:7][CH2:8][CH:3]([CH2:2][OH:1])[CH2:4][CH2:5]1)=[O:17])([CH3:22])([CH3:21])[CH3:20], predict the reactants needed to synthesize it. The reactants are: [OH:1][CH2:2][CH:3]1[CH2:8][CH2:7][NH:6][CH2:5][CH2:4]1.C(N(CC)CC)C.[C:16](O[C:16]([O:18][C:19]([CH3:22])([CH3:21])[CH3:20])=[O:17])([O:18][C:19]([CH3:22])([CH3:21])[CH3:20])=[O:17]. (7) Given the product [F:1][C:2]1[CH:3]=[C:4]([C@H:8]2[C@H:13]([CH:14]=[O:15])[CH2:12][CH2:11][N:10]([C:16](=[O:21])[C:17]([F:18])([F:19])[F:20])[CH2:9]2)[CH:5]=[CH:6][CH:7]=1, predict the reactants needed to synthesize it. The reactants are: [F:1][C:2]1[CH:3]=[C:4]([C@H:8]2[C@H:13]([CH2:14][OH:15])[CH2:12][CH2:11][N:10]([C:16](=[O:21])[C:17]([F:20])([F:19])[F:18])[CH2:9]2)[CH:5]=[CH:6][CH:7]=1.CC(OI1(OC(C)=O)(OC(C)=O)OC(=O)C2C=CC=CC1=2)=O.S([O-])([O-])(=O)=S.[Na+].[Na+]. (8) Given the product [NH:8]1[C:10](=[O:11])[C:9](=[O:13])[NH:1][C:2]2[CH:3]=[N:4][CH:5]=[CH:6][C:7]1=2, predict the reactants needed to synthesize it. The reactants are: [NH2:1][C:2]1[CH:3]=[N:4][CH:5]=[CH:6][C:7]=1[NH2:8].[C:9](O)(=[O:13])[C:10](O)=[O:11]. (9) Given the product [Cl:31][C:32]1[CH:37]=[C:36]([Cl:38])[C:35]([Cl:39])=[CH:34][C:33]=1[S:40]([NH:2][C:3]1[CH:4]=[CH:5][C:6]([CH2:9][CH2:10][O:11][C:12]2[CH:17]=[CH:16][C:15]([CH2:18][C@H:19]([O:23][CH2:24][CH3:25])[C:20]([OH:22])=[O:21])=[CH:14][CH:13]=2)=[CH:7][CH:8]=1)(=[O:42])=[O:41], predict the reactants needed to synthesize it. The reactants are: Cl.[NH2:2][C:3]1[CH:8]=[CH:7][C:6]([CH2:9][CH2:10][O:11][C:12]2[CH:17]=[CH:16][C:15]([CH2:18][C@H:19]([O:23][CH2:24][CH3:25])[C:20]([OH:22])=[O:21])=[CH:14][CH:13]=2)=[CH:5][CH:4]=1.C(=O)([O-])O.[Na+].[Cl:31][C:32]1[CH:37]=[C:36]([Cl:38])[C:35]([Cl:39])=[CH:34][C:33]=1[S:40](Cl)(=[O:42])=[O:41].CO. (10) Given the product [CH2:35]([N:20]([CH2:18][CH3:19])[CH2:21][CH2:22][NH:23][C:24]([C:26]1[C:30]([CH3:31])=[C:29]([CH:32]=[C:10]2[C:9]3[C:13](=[CH:14][CH:15]=[CH:16][C:8]=3[C:3]3[CH:4]=[CH:5][CH:6]=[CH:7][C:2]=3[F:1])[NH:12][C:11]2=[O:17])[NH:28][C:27]=1[CH3:34])=[O:25])[CH3:36], predict the reactants needed to synthesize it. The reactants are: [F:1][C:2]1[CH:7]=[CH:6][CH:5]=[CH:4][C:3]=1[C:8]1[CH:16]=[CH:15][CH:14]=[C:13]2[C:9]=1[CH2:10][C:11](=[O:17])[NH:12]2.[CH2:18]([N:20]([CH2:35][CH3:36])[CH2:21][CH2:22][NH:23][C:24]([C:26]1[C:30]([CH3:31])=[C:29]([CH:32]=O)[NH:28][C:27]=1[CH3:34])=[O:25])[CH3:19].